Dataset: Forward reaction prediction with 1.9M reactions from USPTO patents (1976-2016). Task: Predict the product of the given reaction. Given the reactants N#N.[NH:3]1[C:7]2[CH:8]=[CH:9][CH:10]=[CH:11][C:6]=2[N:5]=[C:4]1[C@H:12]([NH:21][C:22]([NH:24][C@H:25]1[CH2:30][CH2:29][C@H:28]([O:31][Si](C(C)(C)C)(C)C)[CH2:27][CH2:26]1)=[O:23])[CH2:13][C:14]1[CH:19]=[CH:18][C:17]([Br:20])=[CH:16][CH:15]=1.CCCC[N+](CCCC)(CCCC)CCCC.[F-].CC(=O)OCC, predict the reaction product. The product is: [NH:3]1[C:7]2[CH:8]=[CH:9][CH:10]=[CH:11][C:6]=2[N:5]=[C:4]1[C@H:12]([NH:21][C:22]([NH:24][C@H:25]1[CH2:30][CH2:29][C@H:28]([OH:31])[CH2:27][CH2:26]1)=[O:23])[CH2:13][C:14]1[CH:15]=[CH:16][C:17]([Br:20])=[CH:18][CH:19]=1.